From a dataset of Full USPTO retrosynthesis dataset with 1.9M reactions from patents (1976-2016). Predict the reactants needed to synthesize the given product. (1) Given the product [NH2:1][C:4]1[C:5]([NH:28][CH3:29])=[CH:6][C:7]([O:23][CH2:24][CH:25]([F:26])[F:27])=[C:8]([CH:22]=1)[C:9]([NH:11][C@H:12]1[CH2:13][CH2:14][C@H:15]([C:18]([F:21])([F:20])[F:19])[CH2:16][CH2:17]1)=[O:10], predict the reactants needed to synthesize it. The reactants are: [N+:1]([C:4]1[C:5]([NH:28][CH3:29])=[CH:6][C:7]([O:23][CH2:24][CH:25]([F:27])[F:26])=[C:8]([CH:22]=1)[C:9]([NH:11][C@H:12]1[CH2:17][CH2:16][C@H:15]([C:18]([F:21])([F:20])[F:19])[CH2:14][CH2:13]1)=[O:10])([O-])=O.[H][H]. (2) Given the product [Si:5]([O:6][CH2:7][CH2:8][N:9]([C:39]#[N:38])[C:10]1[CH:11]=[CH:12][C:13]([NH:16][C:17]([C:19]2[CH:24]=[CH:23][C:22]([C:25]#[N:26])=[CH:21][C:20]=2[NH:27][C:28]([C:30]2[S:31][C:32]([Cl:35])=[CH:33][CH:34]=2)=[O:29])=[O:18])=[CH:14][CH:15]=1)([C:1]([CH3:4])([CH3:3])[CH3:2])([CH3:37])[CH3:36], predict the reactants needed to synthesize it. The reactants are: [C:1]([Si:5]([CH3:37])([CH3:36])[O:6][CH2:7][CH2:8][NH:9][C:10]1[CH:15]=[CH:14][C:13]([NH:16][C:17]([C:19]2[CH:24]=[CH:23][C:22]([C:25]#[N:26])=[CH:21][C:20]=2[NH:27][C:28]([C:30]2[S:31][C:32]([Cl:35])=[CH:33][CH:34]=2)=[O:29])=[O:18])=[CH:12][CH:11]=1)([CH3:4])([CH3:3])[CH3:2].[N:38]#[C:39]Br.C(=O)(O)[O-].[Na+]. (3) Given the product [N:18]1([C:2]2[N:7]=[C:6]([C:8]([F:11])([F:10])[F:9])[CH:5]=[CH:4][N:3]=2)[CH2:23][CH2:22][NH:21][CH2:20][CH2:19]1, predict the reactants needed to synthesize it. The reactants are: Cl[C:2]1[N:7]=[C:6]([C:8]([F:11])([F:10])[F:9])[CH:5]=[CH:4][N:3]=1.C(=O)([O-])[O-].[K+].[K+].[NH:18]1[CH2:23][CH2:22][NH:21][CH2:20][CH2:19]1.